Dataset: Forward reaction prediction with 1.9M reactions from USPTO patents (1976-2016). Task: Predict the product of the given reaction. (1) Given the reactants [CH:1]([C:3]1[CH:10]=[CH:9][C:6]([C:7]#[N:8])=[CH:5][CH:4]=1)=[O:2].[SH:11][C:12]1[CH:17]=[CH:16][CH:15]=[CH:14][C:13]=1[CH2:18]O.Cl, predict the reaction product. The product is: [S:11]1[C:12]2[CH:17]=[CH:16][CH:15]=[CH:14][C:13]=2[CH2:18][O:2][CH:1]1[C:3]1[CH:10]=[CH:9][C:6]([C:7]#[N:8])=[CH:5][CH:4]=1. (2) Given the reactants [CH2:1]([O:5][C:6]1[C:15]2[C:10](=[CH:11][CH:12]=[C:13]([C:16]3[NH:20][C:19](=[O:21])[O:18][N:17]=3)[CH:14]=2)[C:9](=[O:22])[N:8]([CH2:23][CH:24]([CH3:26])[CH3:25])[C:7]=1[CH2:27][NH:28]C(=O)OC(C)(C)C)[CH2:2][CH2:3][CH3:4].[ClH:36], predict the reaction product. The product is: [ClH:36].[NH2:28][CH2:27][C:7]1[N:8]([CH2:23][CH:24]([CH3:25])[CH3:26])[C:9](=[O:22])[C:10]2[C:15]([C:6]=1[O:5][CH2:1][CH2:2][CH2:3][CH3:4])=[CH:14][C:13]([C:16]1[NH:20][C:19](=[O:21])[O:18][N:17]=1)=[CH:12][CH:11]=2. (3) Given the reactants [O:1]=[C:2]1[N:7]2[C@H:8]([C:16]3[CH:21]=[C:20]([F:22])[C:19]([F:23])=[C:18]([F:24])[CH:17]=3)[CH2:9][N:10]([C:12]([O:14][CH3:15])=[O:13])[CH2:11][C@@H:6]2[CH:5]=[CH:4][CH2:3]1.[H][H], predict the reaction product. The product is: [O:1]=[C:2]1[N:7]2[C@H:8]([C:16]3[CH:17]=[C:18]([F:24])[C:19]([F:23])=[C:20]([F:22])[CH:21]=3)[CH2:9][N:10]([C:12]([O:14][CH3:15])=[O:13])[CH2:11][C@@H:6]2[CH2:5][CH2:4][CH2:3]1. (4) Given the reactants C([Si](C)(C)[O:6][CH2:7][CH:8]([CH:17]1[CH:21]([C:22]2[CH:27]=[CH:26][C:25]([Cl:28])=[C:24]([Cl:29])[CH:23]=2)[CH2:20][N:19]([C:30]([C:32]2[CH:37]=C(C)N=[N:34][CH:33]=2)=[O:31])[CH2:18]1)[O:9][C:10]1[CH:15]=[CH:14][C:13]([Cl:16])=[CH:12][N:11]=1)(C)(C)C.CC[CH2:43][CH2:44][N+:45](CCCC)(CCCC)CCCC.[F-], predict the reaction product. The product is: [Cl:16][C:13]1[CH:14]=[CH:15][C:10]([O:9][CH:8]([CH:17]2[CH:21]([C:22]3[CH:27]=[CH:26][C:25]([Cl:28])=[C:24]([Cl:29])[CH:23]=3)[CH2:20][N:19]([C:30]([C:32]3[CH:33]=[N:34][C:44]([CH3:43])=[N:45][CH:37]=3)=[O:31])[CH2:18]2)[CH2:7][OH:6])=[N:11][CH:12]=1. (5) Given the reactants C[O:2][C:3](=O)[CH2:4][CH2:5][N:6]1[C:18]2[CH:17]=[CH:16][CH:15]=[CH:14][C:13]=2[C:12]2[C:7]1=[CH:8][CH:9]=[CH:10][CH:11]=2.Cl.[NH2:21][OH:22].C[O-].[Na+].CO.C([O-])(O)=O.[Na+], predict the reaction product. The product is: [CH:17]1[C:18]2[N:6]([CH2:5][CH2:4][C:3]([NH:21][OH:22])=[O:2])[C:7]3[C:12](=[CH:11][CH:10]=[CH:9][CH:8]=3)[C:13]=2[CH:14]=[CH:15][CH:16]=1.